This data is from Full USPTO retrosynthesis dataset with 1.9M reactions from patents (1976-2016). The task is: Predict the reactants needed to synthesize the given product. (1) Given the product [I:8][C:5]1[CH:6]=[CH:7][C:2]2[NH:1][C:14]([CH2:15][C:16]([OH:18])=[O:17])=[N:12][S:9](=[O:11])(=[O:10])[C:3]=2[CH:4]=1, predict the reactants needed to synthesize it. The reactants are: [NH2:1][C:2]1[CH:7]=[CH:6][C:5]([I:8])=[CH:4][C:3]=1[S:9]([NH2:12])(=[O:11])=[O:10].Cl[C:14](=O)[CH2:15][C:16]([O:18]CC)=[O:17]. (2) Given the product [CH2:25]([C:27]1[CH:35]=[CH:34][CH:33]=[C:32]([O:38][CH3:39])[C:28]=1[C:29]([NH:1][C:2]1[CH:7]=[CH:6][C:5]([N:8]2[C:14](=[O:15])[CH2:13][C:12](=[O:16])[NH:11][C:10]3[C:17]4[C:22]([CH:23]=[CH:24][C:9]2=3)=[CH:21][CH:20]=[CH:19][CH:18]=4)=[CH:4][CH:3]=1)=[O:30])[CH3:26], predict the reactants needed to synthesize it. The reactants are: [NH2:1][C:2]1[CH:7]=[CH:6][C:5]([N:8]2[C:14](=[O:15])[CH2:13][C:12](=[O:16])[NH:11][C:10]3[C:17]4[C:22]([CH:23]=[CH:24][C:9]2=3)=[CH:21][CH:20]=[CH:19][CH:18]=4)=[CH:4][CH:3]=1.[CH2:25]([C:27]1[CH:35]=[CH:34][C:33](OC)=[CH:32][C:28]=1[C:29](Cl)=[O:30])[CH3:26].[O:38]=[C:39]1CC(=O)N(C2C=CC(C(O)=O)=CC=2)C2C=CC3C(C=2N1)=CC=CC=3. (3) Given the product [NH2:1][C:2]1[N:7]=[C:6]([O:26][CH3:25])[C:5]([C:11]2[CH:12]=[CH:13][C:14](=[O:18])[N:15]([CH3:17])[N:16]=2)=[C:4]([C:19]2[CH:24]=[CH:23][CH:22]=[CH:21][CH:20]=2)[N:3]=1, predict the reactants needed to synthesize it. The reactants are: [NH2:1][C:2]1[N:7]=[C:6](S(C)=O)[C:5]([C:11]2[CH:12]=[CH:13][C:14](=[O:18])[N:15]([CH3:17])[N:16]=2)=[C:4]([C:19]2[CH:24]=[CH:23][CH:22]=[CH:21][CH:20]=2)[N:3]=1.[CH3:25][O-:26].[Na+]. (4) Given the product [CH3:21][O:22][CH2:23][C:24]1[N:25]=[C:26]([NH:29][C:4]([C:6]2[CH:11]=[C:10]([C:12]3[CH:13]=[C:14]([F:19])[CH:15]=[C:16]([F:18])[CH:17]=3)[CH:9]=[C:8]([CH3:20])[N:7]=2)=[O:5])[S:27][CH:28]=1, predict the reactants needed to synthesize it. The reactants are: C(O[C:4]([C:6]1[CH:11]=[C:10]([C:12]2[CH:17]=[C:16]([F:18])[CH:15]=[C:14]([F:19])[CH:13]=2)[CH:9]=[C:8]([CH3:20])[N:7]=1)=[O:5])C.[CH3:21][O:22][CH2:23][C:24]1[N:25]=[C:26]([NH2:29])[S:27][CH:28]=1. (5) Given the product [F:9][C:6]1[C:5]([CH3:10])=[CH:4][CH:3]=[CH:2][C:7]=1[NH2:8], predict the reactants needed to synthesize it. The reactants are: Br[C:2]1[C:7]([NH2:8])=[C:6]([F:9])[C:5]([CH3:10])=[CH:4][CH:3]=1.C(N(CC)C(C)C)(C)C.C(OCC)(=O)C.O. (6) Given the product [C:1]([O:5][C:6]([N:8]1[CH2:9][CH2:10][CH:11]([CH2:14][O:15][C:16]2[C:25]3[C:20](=[CH:21][CH:22]=[CH:23][CH:24]=3)[C:19]([Cl:26])=[CH:18][C:17]=2[C:27](=[O:38])[NH:28][C:29]([C:33]([OH:35])=[O:34])([CH3:32])[CH2:30][CH3:31])[CH2:12][CH2:13]1)=[O:7])([CH3:2])([CH3:3])[CH3:4], predict the reactants needed to synthesize it. The reactants are: [C:1]([O:5][C:6]([N:8]1[CH2:13][CH2:12][CH:11]([CH2:14][O:15][C:16]2[C:25]3[C:20](=[CH:21][CH:22]=[CH:23][CH:24]=3)[C:19]([Cl:26])=[CH:18][C:17]=2[C:27](=[O:38])[NH:28][C:29]([C:33]([O:35]CC)=[O:34])([CH3:32])[CH2:30][CH3:31])[CH2:10][CH2:9]1)=[O:7])([CH3:4])([CH3:3])[CH3:2].CO.[OH-].[Na+]. (7) Given the product [CH3:18][C:15]1([CH3:19])[O:14][C@H:13]([CH2:12][O:11][C:7]2[C:6]([N+:20]([O-:22])=[O:21])=[C:5]([CH2:4][C:3]([OH:23])=[O:2])[CH:10]=[CH:9][CH:8]=2)[CH2:17][O:16]1, predict the reactants needed to synthesize it. The reactants are: C[O:2][C:3](=[O:23])[CH2:4][C:5]1[CH:10]=[CH:9][CH:8]=[C:7]([O:11][CH2:12][C@@H:13]2[CH2:17][O:16][C:15]([CH3:19])([CH3:18])[O:14]2)[C:6]=1[N+:20]([O-:22])=[O:21].[OH-].[Li+].